This data is from Catalyst prediction with 721,799 reactions and 888 catalyst types from USPTO. The task is: Predict which catalyst facilitates the given reaction. (1) Reactant: [CH2:1]([S:8][C:9]1[CH:10]=[CH:11][C:12]([NH:22][C:23]2[CH:28]=[C:27]([F:29])[C:26]([Br:30])=[CH:25][C:24]=2[CH3:31])=[C:13](/[CH:15]=[CH:16]/[C:17]([O:19]CC)=O)[CH:14]=1)[C:2]1[CH:7]=[CH:6][CH:5]=[CH:4][CH:3]=1.C[O-].[Na+]. Product: [CH2:1]([S:8][C:9]1[CH:14]=[C:13]2[C:12](=[CH:11][CH:10]=1)[N:22]([C:23]1[CH:28]=[C:27]([F:29])[C:26]([Br:30])=[CH:25][C:24]=1[CH3:31])[C:17](=[O:19])[CH:16]=[CH:15]2)[C:2]1[CH:7]=[CH:6][CH:5]=[CH:4][CH:3]=1. The catalyst class is: 5. (2) Reactant: C[O:2][C:3]([C:5]1[CH:9]=[C:8]([C:10]([O:12][CH3:13])=[O:11])[N:7]([CH3:14])[N:6]=1)=[O:4].O1CCOCC1.S(=O)(=O)(O)O. Product: [CH3:13][O:12][C:10]([C:8]1[N:7]([CH3:14])[N:6]=[C:5]([C:3]([OH:4])=[O:2])[CH:9]=1)=[O:11]. The catalyst class is: 6. (3) Reactant: Br[C:2]1[CH:7]=[CH:6][CH:5]=[CH:4][C:3]=1[NH:8][C:9]1[CH:14]=[CH:13][CH:12]=[CH:11][C:10]=1[O:15][CH3:16].[Li]CCCC.Cl[P:23]([CH:27]([CH3:29])[CH3:28])[CH:24]([CH3:26])[CH3:25]. Product: [CH:24]([P:23]([CH:27]([CH3:29])[CH3:28])[C:2]1[CH:7]=[CH:6][CH:5]=[CH:4][C:3]=1[NH:8][C:9]1[CH:14]=[CH:13][CH:12]=[CH:11][C:10]=1[O:15][CH3:16])([CH3:26])[CH3:25]. The catalyst class is: 27. (4) Reactant: [Cl:1][C:2]1[C:9]([O:10][CH3:11])=[CH:8][C:5]([CH:6]=[O:7])=[CH:4][C:3]=1[O:12][CH3:13].[CH3:14][Mg]Br.[Cl-].[NH4+]. Product: [Cl:1][C:2]1[C:9]([O:10][CH3:11])=[CH:8][C:5]([CH:6]([OH:7])[CH3:14])=[CH:4][C:3]=1[O:12][CH3:13]. The catalyst class is: 305.